This data is from Reaction yield outcomes from USPTO patents with 853,638 reactions. The task is: Predict the reaction yield, written as a fraction of the theoretical maximum amount of product (1.0 means a 100% yield; for example, 0.34 means a 34% yield). (1) The reactants are C(O[C:9]1[CH:18]=[C:17]2[C:12]([CH:13]=[CH:14][C:15]([OH:19])=[CH:16]2)=[CH:11][CH:10]=1)C1C=CC=CC=1. The catalyst is C1C2C(=CC=CC=2)C=CC=1O.C(Cl)(Cl)(Cl)Cl. The product is [CH:10]1[CH:11]=[C:12]2[CH:13]=[CH:14][C:15]([OH:19])=[C:16]([C:16]3[C:17]4[C:12](=[CH:11][CH:10]=[CH:9][CH:18]=4)[CH:13]=[CH:14][C:15]=3[OH:19])[C:17]2=[CH:18][CH:9]=1. The yield is 0.800. (2) The reactants are II.[CH2:3](Br)[C:4]1[CH:9]=[CH:8][CH:7]=[CH:6][CH:5]=1.Br[C:12]1[C:13]([NH2:19])=[N:14][CH:15]=[C:16]([Br:18])[N:17]=1. The catalyst is CC(N(C)C)=O.O.[Zn].Cl[Pd](Cl)([P](C1C=CC=CC=1)(C1C=CC=CC=1)C1C=CC=CC=1)[P](C1C=CC=CC=1)(C1C=CC=CC=1)C1C=CC=CC=1. The product is [CH2:3]([C:12]1[C:13]([NH2:19])=[N:14][CH:15]=[C:16]([Br:18])[N:17]=1)[C:4]1[CH:9]=[CH:8][CH:7]=[CH:6][CH:5]=1. The yield is 0.880. (3) The reactants are ClC(OCC(Cl)(Cl)Cl)=O.C(N(CC)CC)C.[CH:17]([C:20]1[CH:25]=[CH:24][C:23]([CH:26]2[C:30]3[C:31]([CH3:45])=[C:32]([NH:36][C:37](=O)[O:38]CC(Cl)(Cl)Cl)[C:33]([CH3:35])=[CH:34][C:29]=3[O:28][CH2:27]2)=[CH:22][CH:21]=1)([CH3:19])[CH3:18].[C:46]([NH2:50])([CH3:49])([CH3:48])[CH3:47]. The catalyst is CS(C)=O.O. The product is [C:46]([NH:50][C:37]([NH:36][C:32]1[C:33]([CH3:35])=[CH:34][C:29]2[O:28][CH2:27][C@H:26]([C:23]3[CH:24]=[CH:25][C:20]([CH:17]([CH3:19])[CH3:18])=[CH:21][CH:22]=3)[C:30]=2[C:31]=1[CH3:45])=[O:38])([CH3:49])([CH3:48])[CH3:47]. The yield is 0.880. (4) The reactants are [C:1]([C:4]1[O:5][C:6]2[CH:16]=[C:15]([N:17]([CH3:22])[S:18]([CH3:21])(=[O:20])=[O:19])[C:14](Br)=[CH:13][C:7]=2[C:8]=1[C:9]([NH:11][CH3:12])=[O:10])(=[O:3])[CH3:2].CC([O-])=O.[K+].[CH3:29][C:30]1([CH3:46])[C:34]([CH3:36])([CH3:35])[O:33][B:32]([B:32]2[O:33][C:34]([CH3:36])([CH3:35])[C:30]([CH3:46])([CH3:29])[O:31]2)[O:31]1. The catalyst is O1CCOCC1.C1C=CC(P(C2C=CC=CC=2)[C-]2C=CC=C2)=CC=1.C1C=CC(P(C2C=CC=CC=2)[C-]2C=CC=C2)=CC=1.Cl[Pd]Cl.[Fe+2]. The product is [C:1]([C:4]1[O:5][C:6]2[CH:16]=[C:15]([N:17]([CH3:22])[S:18]([CH3:21])(=[O:20])=[O:19])[C:14]([B:32]3[O:33][C:34]([CH3:36])([CH3:35])[C:30]([CH3:46])([CH3:29])[O:31]3)=[CH:13][C:7]=2[C:8]=1[C:9]([NH:11][CH3:12])=[O:10])(=[O:3])[CH3:2]. The yield is 0.470. (5) The yield is 0.760. The catalyst is O1CCCC1.O.C1(P(C2C=CC=CC=2)C2C=CC=CC=2)C=CC=CC=1.[Pd]. The reactants are Br[C:2]1[CH:11]=[N:10][C:5]2[O:6][CH2:7][CH2:8][NH:9][C:4]=2[CH:3]=1.[N+:12]([C:15]1[CH:16]=[C:17](B(O)O)[CH:18]=[CH:19][CH:20]=1)([O-:14])=[O:13].C(=O)([O-])[O-].[K+].[K+]. The product is [N+:12]([C:15]1[CH:20]=[C:19]([C:2]2[CH:11]=[N:10][C:5]3[O:6][CH2:7][CH2:8][NH:9][C:4]=3[CH:3]=2)[CH:18]=[CH:17][CH:16]=1)([O-:14])=[O:13].